From a dataset of Forward reaction prediction with 1.9M reactions from USPTO patents (1976-2016). Predict the product of the given reaction. (1) Given the reactants C([C:4]1[NH:5][C:6](C(OCC)=O)=[C:7]([CH3:16])[C:8]=1[CH2:9][CH2:10][C:11]([O:13]CC)=[O:12])(O)=O, predict the reaction product. The product is: [C:11]([CH2:10][CH2:9][C:8]1[C:7]([CH3:16])=[CH:6][NH:5][CH:4]=1)([OH:13])=[O:12]. (2) Given the reactants [CH3:1][CH:2]([CH3:11])[CH2:3][CH2:4][N:5]1[CH:9]=[C:8]([OH:10])[CH:7]=[N:6]1.Cl[C:13]1[N:14]=[C:15]([OH:29])[C:16]2[CH:22]=[CH:21][N:20]=[C:19]([C:23]3[N:24]=[CH:25][N:26]([CH3:28])[CH:27]=3)[C:17]=2[N:18]=1, predict the reaction product. The product is: [CH3:1][CH:2]([CH3:11])[CH2:3][CH2:4][N:5]1[CH:9]=[C:8]([O:10][C:13]2[N:14]=[C:15]([OH:29])[C:16]3[CH:22]=[CH:21][N:20]=[C:19]([C:23]4[N:24]=[CH:25][N:26]([CH3:28])[CH:27]=4)[C:17]=3[N:18]=2)[CH:7]=[N:6]1. (3) Given the reactants [CH3:1][NH:2][CH2:3][CH2:4][CH2:5][CH2:6][O:7][C:8]1[CH:9]=[N:10][CH:11]=[CH:12][CH:13]=1.[O:14]=[C:15]([OH:27])[C@@H:16]([C@H:18]([C@H:20]([C@@H:22]([C:24]([OH:26])=[O:25])[OH:23])[OH:21])[OH:19])[OH:17].O, predict the reaction product. The product is: [O:14]=[C:15]([OH:27])[C@@H:16]([C@H:18]([C@H:20]([C@@H:22]([C:24]([OH:26])=[O:25])[OH:23])[OH:21])[OH:19])[OH:17].[CH3:1][NH:2][CH2:3][CH2:4][CH2:5][CH2:6][O:7][C:8]1[CH:9]=[N:10][CH:11]=[CH:12][CH:13]=1.[CH3:1][NH:2][CH2:3][CH2:4][CH2:5][CH2:6][O:7][C:8]1[CH:9]=[N:10][CH:11]=[CH:12][CH:13]=1. (4) Given the reactants [Br:1][C:2]1[CH:3]=[C:4]([CH3:10])[C:5](I)=[C:6]([CH3:8])[CH:7]=1.Br[C:12]([F:19])([F:18])[C:13]([O:15][CH2:16][CH3:17])=[O:14], predict the reaction product. The product is: [Br:1][C:2]1[CH:3]=[C:4]([CH3:10])[C:5]([C:12]([F:19])([F:18])[C:13]([O:15][CH2:16][CH3:17])=[O:14])=[C:6]([CH3:8])[CH:7]=1. (5) Given the reactants [CH3:1][O:2][CH2:3][CH2:4][O:5][C:6]1[CH:11]=[CH:10][N:9]2[C:12]([C:15]3[CH:24]=[CH:23][C:22]4[C:17](=[C:18]([O:25][CH2:26][CH:27]5O[CH2:31][CH2:30][NH:29][CH2:28]5)[CH:19]=[CH:20][CH:21]=4)[N:16]=3)=[CH:13][N:14]=[C:8]2[CH:7]=1.C(=O)([O-])[O-].[Cs+].[Cs+].CS(OCC1CCN(C(OC(C)(C)C)=O)C1)(=O)=O.C(O)(C(F)(F)F)=O, predict the reaction product. The product is: [CH3:1][O:2][CH2:3][CH2:4][O:5][C:6]1[CH:11]=[CH:10][N:9]2[C:12]([C:15]3[CH:24]=[CH:23][C:22]4[C:17](=[C:18]([O:25][CH2:26][CH:27]5[CH2:31][CH2:30][NH:29][CH2:28]5)[CH:19]=[CH:20][CH:21]=4)[N:16]=3)=[CH:13][N:14]=[C:8]2[CH:7]=1. (6) Given the reactants FC1C=CC(C[O:7][C:8]2[C:13]([C:14]3[CH:19]=[CH:18][CH:17]=[C:16]([C:20]([C:22]4[CH:27]=[CH:26][CH:25]=[CH:24][CH:23]=4)=[CH2:21])[N:15]=3)=[CH:12][CH:11]=[CH:10][C:9]=2[C:28]2[CH:33]=[CH:32][CH:31]=[CH:30][CH:29]=2)=CC=1, predict the reaction product. The product is: [C:22]1([CH:20]([C:16]2[N:15]=[C:14]([C:13]3[CH:12]=[CH:11][CH:10]=[C:9]([C:28]4[CH:29]=[CH:30][CH:31]=[CH:32][CH:33]=4)[C:8]=3[OH:7])[CH:19]=[CH:18][CH:17]=2)[CH3:21])[CH:23]=[CH:24][CH:25]=[CH:26][CH:27]=1. (7) Given the reactants [NH:1]1[CH2:5][CH2:4][CH2:3][C:2]1=[O:6].O1CCCC1.CN(C)C=O.[H-].[Na+].[CH3:19][O:20][C:21]1[CH:28]=[CH:27][C:24]([CH2:25]Cl)=[CH:23][CH:22]=1, predict the reaction product. The product is: [CH3:19][O:20][C:21]1[CH:28]=[CH:27][C:24]([CH2:25][N:1]2[CH2:5][CH2:4][CH2:3][C:2]2=[O:6])=[CH:23][CH:22]=1.